From a dataset of Forward reaction prediction with 1.9M reactions from USPTO patents (1976-2016). Predict the product of the given reaction. Given the reactants Cl[CH2:2][CH2:3][CH2:4][C:5]([C:7]1[CH:12]=[CH:11][C:10]([CH3:13])=[CH:9][CH:8]=1)=[O:6].[NH:14]1[CH2:19][CH2:18][CH:17]([C:20]2[CH:21]=[C:22]([NH:26][C:27]([CH:29]3[CH2:31][CH2:30]3)=[O:28])[CH:23]=[CH:24][CH:25]=2)[CH2:16][CH2:15]1, predict the reaction product. The product is: [CH3:13][C:10]1[CH:11]=[CH:12][C:7]([C:5](=[O:6])[CH2:4][CH2:3][CH2:2][N:14]2[CH2:19][CH2:18][CH:17]([C:20]3[CH:21]=[C:22]([NH:26][C:27]([CH:29]4[CH2:30][CH2:31]4)=[O:28])[CH:23]=[CH:24][CH:25]=3)[CH2:16][CH2:15]2)=[CH:8][CH:9]=1.